From a dataset of Forward reaction prediction with 1.9M reactions from USPTO patents (1976-2016). Predict the product of the given reaction. (1) The product is: [Cl:28][C:25]1[CH:26]=[CH:27][C:22]([CH2:21][NH:20][C:17]2[CH:16]=[CH:15][C:14]([CH:10]3[O:11][CH2:12][CH2:13][NH:8][CH2:9]3)=[CH:19][CH:18]=2)=[CH:23][CH:24]=1. Given the reactants C(OC([N:8]1[CH2:13][CH2:12][O:11][CH:10]([C:14]2[CH:19]=[CH:18][C:17]([NH:20][CH2:21][C:22]3[CH:27]=[CH:26][C:25]([Cl:28])=[CH:24][CH:23]=3)=[CH:16][CH:15]=2)[CH2:9]1)=O)(C)(C)C.Cl.[OH-].[Na+], predict the reaction product. (2) The product is: [Br:13][CH2:12][CH2:11][CH2:10][C:8]1[S:9][C:5]2[CH:4]=[CH:3][C:2]([C:26]([F:29])([F:28])[F:27])=[CH:15][C:6]=2[C:7]=1[CH3:14]. Given the reactants Br[C:2]1[CH:3]=[CH:4][C:5]2[S:9][C:8]([CH2:10][CH2:11][CH2:12][Br:13])=[C:7]([CH3:14])[C:6]=2[CH:15]=1.CC1C2C=C([C:26]([F:29])([F:28])[F:27])C=CC=2SC=1CCCO, predict the reaction product. (3) Given the reactants [CH3:1][C@@:2]12[CH2:14][C:13]3[C:8](=[CH:9][CH:10]=[CH:11][CH:12]=3)[C@:3]1([CH3:15])[NH:4][CH2:5][CH2:6][CH2:7]2.[ClH:16], predict the reaction product. The product is: [ClH:16].[CH3:1][C@@:2]12[CH2:14][C:13]3[C:8](=[CH:9][CH:10]=[CH:11][CH:12]=3)[C@:3]1([CH3:15])[NH:4][CH2:5][CH2:6][CH2:7]2. (4) Given the reactants CC1C(CCC(O)=O)=C(CC2[NH:22][C:21](/[CH:23]=[C:24]3/[C:25]([CH:31]=[CH2:32])=[C:26]([CH3:30])[C:27]([NH:29]/3)=[O:28])=[C:20](C)[C:19]=2CCC(O)=O)NC=1/C=C1/C(C)=C(C=C)C(N/1)=O.[S:44]([OH:54])(=[O:53])([C:46]1[CH:51]=[CH:50][C:49]([NH2:52])=[CH:48][CH:47]=1)=[O:45], predict the reaction product. The product is: [CH3:26][CH2:25][CH2:24][C:23]1[C:21]([NH:22][NH:52][C:49]2[CH:48]=[CH:47][C:46]([S:44]([OH:54])(=[O:53])=[O:45])=[CH:51][CH:50]=2)=[N:22][C:21](=[CH:23][C:24]2[C:25]([CH:31]=[CH2:32])=[C:26]([CH3:30])[C:27](=[O:28])[N:29]=2)[C:20]=1[CH3:19]. (5) Given the reactants [Cl:1][C:2]1[C:3]([NH:18][C:19]2[CH:20]=[N:21][C:22]([CH3:25])=[CH:23][CH:24]=2)=[N:4][CH:5]=[C:6]([C:8]2[NH:12][C:11]3[CH:13]=[CH:14][C:15]([F:17])=[CH:16][C:10]=3[N:9]=2)[CH:7]=1.[H-].[Na+].I[CH2:29][CH3:30], predict the reaction product. The product is: [Cl:1][C:2]1[C:3]([NH:18][C:19]2[CH:20]=[N:21][C:22]([CH3:25])=[CH:23][CH:24]=2)=[N:4][CH:5]=[C:6]([C:8]2[N:12]([CH2:29][CH3:30])[C:11]3[CH:13]=[CH:14][C:15]([F:17])=[CH:16][C:10]=3[N:9]=2)[CH:7]=1. (6) Given the reactants [C:1]([O:5][CH:6]([C:10]1[C:19]([CH3:20])=[CH:18][C:17]2[C:12](=[CH:13][C:14]([CH:21]=[CH2:22])=[CH:15][CH:16]=2)[C:11]=1[C:23]1[CH:28]=[CH:27][C:26]([Cl:29])=[CH:25][CH:24]=1)[C:7]([OH:9])=[O:8])([CH3:4])([CH3:3])[CH3:2], predict the reaction product. The product is: [C:1]([O:5][CH:6]([C:10]1[C:19]([CH3:20])=[CH:18][C:17]2[C:12](=[CH:13][C:14]([CH2:21][CH3:22])=[CH:15][CH:16]=2)[C:11]=1[C:23]1[CH:24]=[CH:25][C:26]([Cl:29])=[CH:27][CH:28]=1)[C:7]([OH:9])=[O:8])([CH3:2])([CH3:3])[CH3:4]. (7) Given the reactants [F:1][C:2]1[CH:3]=[C:4]2[C:12](=[CH:13][CH:14]=1)[N:11]([CH2:15][C:16]1[CH:25]=[CH:24][C:19]([C:20]([O:22][CH3:23])=[O:21])=[CH:18][CH:17]=1)[C:10]1[CH2:9][C:8]([CH3:27])([CH3:26])[C:7](=[CH2:28])[C:6](=[O:29])[C:5]2=1.[NH:30]1[CH2:35][CH2:34][O:33][CH2:32][CH2:31]1, predict the reaction product. The product is: [F:1][C:2]1[CH:3]=[C:4]2[C:12](=[CH:13][CH:14]=1)[N:11]([CH2:15][C:16]1[CH:25]=[CH:24][C:19]([C:20]([O:22][CH3:23])=[O:21])=[CH:18][CH:17]=1)[C:10]1[CH2:9][C:8]([CH3:26])([CH3:27])[CH:7]([CH2:28][N:30]3[CH2:35][CH2:34][O:33][CH2:32][CH2:31]3)[C:6](=[O:29])[C:5]2=1.